This data is from Forward reaction prediction with 1.9M reactions from USPTO patents (1976-2016). The task is: Predict the product of the given reaction. (1) Given the reactants [CH2:1]([C:3]1[C:8](=[O:9])[NH:7][C:6]([CH3:10])=[C:5]([C:11]2[CH:12]=[N:13][CH:14]=[C:15]([C:17]([OH:19])=O)[CH:16]=2)[CH:4]=1)[CH3:2].[O:20]=[C:21]1[CH2:26][CH2:25][NH:24][CH2:23][CH2:22]1, predict the reaction product. The product is: [CH2:1]([C:3]1[C:8](=[O:9])[NH:7][C:6]([CH3:10])=[C:5]([C:11]2[CH:12]=[N:13][CH:14]=[C:15]([C:17]([N:24]3[CH2:25][CH2:26][C:21](=[O:20])[CH2:22][CH2:23]3)=[O:19])[CH:16]=2)[CH:4]=1)[CH3:2]. (2) Given the reactants Br[CH:2]([C:20]1[CH:25]=[CH:24][N:23]=[C:22]([S:26][CH3:27])[N:21]=1)[C:3]([C:5]1[C:6]([Cl:19])=[C:7]([NH:12][C:13](=[O:18])[C:14]([CH3:17])([CH3:16])[CH3:15])[CH:8]=[C:9]([F:11])[CH:10]=1)=O.[CH:28]1([C:31]([NH2:33])=[O:32])[CH2:30][CH2:29]1, predict the reaction product. The product is: [Cl:19][C:6]1[C:5]([C:3]2[N:33]=[C:31]([CH:28]3[CH2:30][CH2:29]3)[O:32][C:2]=2[C:20]2[CH:25]=[CH:24][N:23]=[C:22]([S:26][CH3:27])[N:21]=2)=[CH:10][C:9]([F:11])=[CH:8][C:7]=1[NH:12][C:13](=[O:18])[C:14]([CH3:17])([CH3:16])[CH3:15]. (3) The product is: [Br:26][C:27]1[CH:36]=[CH:35][C:30]([C:31]2[N:2]=[C:1]([N:3]3[CH2:4][CH2:5][CH:6]([N:9]([CH:23]4[CH2:25][CH2:24]4)[C:10](=[O:22])[C:11]4[CH:12]=[CH:13][C:14]([C:17]5[O:21][CH:20]=[N:19][CH:18]=5)=[CH:15][CH:16]=4)[CH2:7][CH2:8]3)[O:34][N:33]=2)=[CH:29][CH:28]=1. Given the reactants [C:1]([N:3]1[CH2:8][CH2:7][CH:6]([N:9]([CH:23]2[CH2:25][CH2:24]2)[C:10](=[O:22])[C:11]2[CH:16]=[CH:15][C:14]([C:17]3[O:21][CH:20]=[N:19][CH:18]=3)=[CH:13][CH:12]=2)[CH2:5][CH2:4]1)#[N:2].[Br:26][C:27]1[CH:36]=[CH:35][C:30]([C:31]([NH:33][OH:34])=N)=[CH:29][CH:28]=1, predict the reaction product. (4) Given the reactants [CH3:1][CH:2]1[NH:7][CH:6]([CH3:8])[CH2:5][N:4]([C:9]([O:11][C:12]([CH3:15])([CH3:14])[CH3:13])=[O:10])[CH2:3]1.Cl[CH2:17][C:18]([O:20][CH2:21][CH3:22])=[O:19].C(=O)([O-])[O-].[K+].[K+].[I-].[K+], predict the reaction product. The product is: [CH2:21]([O:20][C:18](=[O:19])[CH2:17][N:7]1[CH:2]([CH3:1])[CH2:3][N:4]([C:9]([O:11][C:12]([CH3:13])([CH3:15])[CH3:14])=[O:10])[CH2:5][CH:6]1[CH3:8])[CH3:22]. (5) Given the reactants [Br:1][C:2]1[CH:3]=[CH:4][C:5]2[O:10][C@@:9]([CH3:16])([CH:11]([O:14][CH3:15])[O:12][CH3:13])[C@@H:8]3[O:17][C@@H:7]3[C:6]=2[CH:18]=1.[F:19][C:20]1[CH:25]=[CH:24][C:23]([NH:26][CH2:27][C:28]2[N:29]=[N:30][N:31]([CH3:33])[N:32]=2)=[CH:22][CH:21]=1, predict the reaction product. The product is: [Br:1][C:2]1[CH:3]=[CH:4][C:5]2[O:10][C@@:9]([CH3:16])([CH:11]([O:14][CH3:15])[O:12][CH3:13])[C@H:8]([OH:17])[C@@H:7]([N:26]([C:23]3[CH:24]=[CH:25][C:20]([F:19])=[CH:21][CH:22]=3)[CH2:27][C:28]3[N:29]=[N:30][N:31]([CH3:33])[N:32]=3)[C:6]=2[CH:18]=1. (6) The product is: [N:13]1([CH2:18][CH2:19][NH:20][C:9]([C:5]2[C:4]([CH3:12])=[C:3]([CH:1]=[O:2])[NH:7][C:6]=2[CH3:8])=[O:11])[CH:17]=[CH:16][N:15]=[N:14]1. Given the reactants [CH:1]([C:3]1[NH:7][C:6]([CH3:8])=[C:5]([C:9]([OH:11])=O)[C:4]=1[CH3:12])=[O:2].[N:13]1([CH2:18][CH2:19][NH2:20])[CH:17]=[CH:16][N:15]=[N:14]1, predict the reaction product. (7) Given the reactants [CH3:1][O:2][C:3]1[CH:8]=[C:7]([N+:9]([O-])=O)[C:6]([N+:12]([O-])=O)=[CH:5][C:4]=1[O:15][CH3:16].[O:17]=[CH:18][C:19](OCC)=O, predict the reaction product. The product is: [CH3:1][O:2][C:3]1[CH:8]=[C:7]2[C:6](=[CH:5][C:4]=1[O:15][CH3:16])[NH:12][C:18](=[O:17])[CH:19]=[N:9]2.